This data is from Full USPTO retrosynthesis dataset with 1.9M reactions from patents (1976-2016). The task is: Predict the reactants needed to synthesize the given product. Given the product [C:21]1([C:19]2[CH:20]=[C:15]([N:6]3[C:5]4[CH:4]=[CH:3][C:2]([B:42]5[O:43][C:44]([CH3:49])([CH3:50])[C:45]([CH3:47])([CH3:48])[O:46]5)=[CH:14][C:13]=4[C:12]4[C:7]3=[CH:8][CH:9]=[CH:10][CH:11]=4)[CH:16]=[C:17]([C:27]3[CH:32]=[CH:31][CH:30]=[CH:29][CH:28]=3)[CH:18]=2)[CH:22]=[CH:23][CH:24]=[CH:25][CH:26]=1, predict the reactants needed to synthesize it. The reactants are: Br[C:2]1[CH:3]=[CH:4][C:5]2[N:6]([C:15]3[CH:16]=[C:17]([C:27]4[CH:32]=[CH:31][CH:30]=[CH:29][CH:28]=4)[CH:18]=[C:19]([C:21]4[CH:26]=[CH:25][CH:24]=[CH:23][CH:22]=4)[CH:20]=3)[C:7]3[C:12]([C:13]=2[CH:14]=1)=[CH:11][CH:10]=[CH:9][CH:8]=3.[B:42]1([B:42]2[O:46][C:45]([CH3:48])([CH3:47])[C:44]([CH3:50])([CH3:49])[O:43]2)[O:46][C:45]([CH3:48])([CH3:47])[C:44]([CH3:50])([CH3:49])[O:43]1.C([O-])(=O)C.[K+].C(OCC)(=O)C.